This data is from Full USPTO retrosynthesis dataset with 1.9M reactions from patents (1976-2016). The task is: Predict the reactants needed to synthesize the given product. (1) Given the product [N:1]1[N:5]2[CH:6]=[C:7]([O:10][S:20]([C:19]([F:32])([F:31])[F:18])(=[O:22])=[O:21])[CH:8]=[CH:9][C:4]2=[CH:3][CH:2]=1, predict the reactants needed to synthesize it. The reactants are: [N:1]1[N:5]2[CH:6]=[C:7]([OH:10])[CH:8]=[CH:9][C:4]2=[CH:3][CH:2]=1.C(N(CC)CC)C.[F:18][C:19]([F:32])([F:31])[S:20](O[S:20]([C:19]([F:32])([F:31])[F:18])(=[O:22])=[O:21])(=[O:22])=[O:21]. (2) Given the product [CH3:15][CH:16]1[CH2:21][N:20]([CH2:14][CH:12]([C:3]2[CH:4]=[CH:5][C:6]3[C:7](=[O:11])[O:8][CH2:9][C:10]=3[C:2]=2[CH3:1])[OH:13])[CH2:19][CH2:18][N:17]1[CH2:14][CH:12]([C:3]1[CH:4]=[CH:5][C:6]2[C:7](=[O:11])[O:8][CH2:9][C:10]=2[C:2]=1[CH3:1])[OH:13], predict the reactants needed to synthesize it. The reactants are: [CH3:1][C:2]1[C:10]2[CH2:9][O:8][C:7](=[O:11])[C:6]=2[CH:5]=[CH:4][C:3]=1[CH:12]1[CH2:14][O:13]1.[CH3:15][CH:16]1[CH2:21][NH:20][CH2:19][CH2:18][NH:17]1.